This data is from Experimentally validated miRNA-target interactions with 360,000+ pairs, plus equal number of negative samples. The task is: Binary Classification. Given a miRNA mature sequence and a target amino acid sequence, predict their likelihood of interaction. (1) The miRNA is mmu-miR-1904 with sequence GUUCUGCUCCUCUGGAGGGAGG. The protein sequence of the target gene is MAKHGADEPSSRSGSPDREGRASEDRSLLHQRLAVRELIDTEVSYLHMLQLCASDIRSRLQQLPQGDLDVLFSNIDDIIKVNSRFLHDLQETASKEEEQVQLVGNIFLEFQEELEQVYKVYCASYDQALLLVDTYRKEPELQRHIQGIVEAVVPQAGSSGLSFLLVIPLQRITRYPLLLQKILENTVPDASAYPVLQRAVSALQDVNTNINEYKMRKEVASKYTKVEQLTLRERLARINTHTLSKKTTRLSQLLKQEAGLIPRTEDKEFDDLEERFQWVSLCVTELKNNVAAYLDNLQAF.... Result: 0 (no interaction). (2) The miRNA is hsa-miR-7844-5p with sequence AAAACUAGGACUGUGUGGUGUA. The protein sequence of the target gene is MEPGPDGPAAPGPAAIREGWFRETCSLWPGQALSLQVEQLLHHRRSRYQDILVFRSKTYGNVLVLDGVIQCTERDEFSYQEMIANLPLCSHPNPRKVLIIGGGDGGVLREVVKHPSVESVVQCEIDEDVIEVSKKFLPGMAVGFSSSKLTLHVGDGFEFMKQNQDAFDVIITDSSDPMGPAESLFKESYYQLMKTALKEDGILCCQGECQWLHLDLIKEMRHFCKSLFPVVDYAYCSIPTYPSGQIGFMLCSKNPSTNFREPVQQLTQAQVEQMQLKYYNSDMHRAAFVLPEFTRKALND.... Result: 0 (no interaction). (3) Result: 0 (no interaction). The miRNA is mmu-miR-669d-5p with sequence ACUUGUGUGUGCAUGUAUAUGU. The protein sequence of the target gene is MELYESTYFIVLIPSVVITVIFLFFWLFMKETLYDEVLAKQKREQKLISTKTDKKKAEKKKNKKKEIQNGTLRESDSEHVPRDFKLSDASPAEDEQFVPAPLNVAETSSSVRERQKKEKKQKPSLEEQVIKESDASKIPGKKVEPVLVTKQPAPPPPLEAAALKKKAGQKKSKNGSEEQDKKVEMLMAPSKEQDVLLSHQDTKQEGGLGKKKGLSKKQKSENVAVLVDEPLIHATTYMPLDNANSNLMMDKREIIDMIKPDHVEGIQKSGTKKLKIETDKENAEVKFKDFLLSLKTMMFS.... (4) The protein sequence of the target gene is MSAHSLRILLLQACWALLHPRAPTAAALPLWTRGQPSSPSPLAYMLSLYRDPLPRADIIRSLQAQDVDVTGQNWTFTFDFSFLSQEEDLVWAELRLQLPGPMDIPTEGPLTIDIFHQAKGDPERDPADCLERIWMETFTVIPSQVTFASGSTVLEVTKPLSKWLKDPRALEKQVSSRAEKCWHQPYTPPVPVASTNVLMLYSNRPQEQRQLGGATLLWEAESSWRAQEGQLSVERGGWGRRQRRHHLPDRSQLCRRVKFQVDFNLIGWGSWIIYPKQYNAYRCEGECPNPVGEEFHPTNH.... The miRNA is mmu-miR-466n-3p with sequence UAUACAUGAGAGCAUACAUAGA. Result: 1 (interaction).